Dataset: Forward reaction prediction with 1.9M reactions from USPTO patents (1976-2016). Task: Predict the product of the given reaction. (1) Given the reactants [Cl-].[Cl-].[Cl-].[Al+3].[Cl:5][C:6]1[C:11]([Cl:12])=[C:10]([C:13]2[CH:18]=[CH:17][C:16]([Cl:19])=[CH:15][C:14]=2[O:20]C)[N:9]=[CH:8][N:7]=1, predict the reaction product. The product is: [Cl:5][C:6]1[C:11]([Cl:12])=[C:10]([C:13]2[CH:18]=[CH:17][C:16]([Cl:19])=[CH:15][C:14]=2[OH:20])[N:9]=[CH:8][N:7]=1. (2) The product is: [C:25]([Si:22]([O:29][C:30]1[CH:31]=[CH:32][CH:33]=[C:34]2[C:38]=1/[C:37](=[CH:40]/[C:41]1[CH:42]=[C:43]([O:49][CH3:50])[CH:44]=[C:45]([O:47][CH3:48])[CH:46]=1)/[CH2:36][CH2:35]2)([CH3:23])[CH3:24])([CH3:27])([CH3:26])[CH3:28].[C:62]([Si:66]([O:69][C:70]1[CH:78]=[CH:77][CH:76]=[C:75]2[C:71]=1[C:72]([CH2:79][C:80]1[CH:81]=[C:82]([O:88][CH3:89])[CH:83]=[C:84]([O:86][CH3:87])[CH:85]=1)=[CH:73][CH2:74]2)([CH3:67])[CH3:68])([CH3:64])([CH3:63])[CH3:65]. Given the reactants BrC1C=CC=C2C=1C(CC1C=C(OC)C=C(OC)C=1)=CC2.[Si:22]([O:29][C:30]1[CH:31]=[CH:32][CH:33]=[C:34]2[C:38]=1[C:37]([CH2:40][C:41]1[CH:46]=[C:45]([O:47][CH3:48])[CH:44]=[C:43]([O:49][CH3:50])[CH:42]=1)(O)[CH2:36][CH2:35]2)([C:25]([CH3:28])([CH3:27])[CH3:26])([CH3:24])[CH3:23].C1(C)C=CC(S(O)(=O)=O)=CC=1.[C:62]([Si:66]([O:69][C:70]1[CH:78]=[CH:77][CH:76]=[C:75]2[C:71]=1/[C:72](=[CH:79]/[C:80]1[CH:85]=[C:84]([O:86][CH3:87])[CH:83]=[C:82]([O:88][CH3:89])[CH:81]=1)/[CH2:73][CH2:74]2)([CH3:68])[CH3:67])([CH3:65])([CH3:64])[CH3:63], predict the reaction product. (3) Given the reactants [Cl:1][C:2]1[N:7]=[C:6]([NH:8][NH2:9])[N:5]=[C:4]([OH:10])[N:3]=1.[F:11][C:12]([F:26])([F:25])[C:13]1[CH:14]=[C:15]([CH:18]=[C:19]([C:21]([F:24])([F:23])[F:22])[CH:20]=1)[CH:16]=O, predict the reaction product. The product is: [F:11][C:12]([F:25])([F:26])[C:13]1[CH:14]=[C:15]([CH:18]=[C:19]([C:21]([F:24])([F:22])[F:23])[CH:20]=1)[CH:16]=[N:9][NH:8][C:6]1[N:7]=[C:2]([Cl:1])[N:3]=[C:4]([OH:10])[N:5]=1.